From a dataset of Reaction yield outcomes from USPTO patents with 853,638 reactions. Predict the reaction yield, written as a fraction of the theoretical maximum amount of product (1.0 means a 100% yield; for example, 0.34 means a 34% yield). The reactants are [Cl:1][C:2]1[N:7]=[C:6]([NH2:8])[CH:5]=[CH:4][N:3]=1.[H-].[Na+].[Br:11][C:12]1[CH:17]=[C:16](F)[C:15]([N+:19]([O-:21])=[O:20])=[CH:14][C:13]=1[F:22].O. The catalyst is C1COCC1.CO. The product is [Br:11][C:12]1[C:13]([F:22])=[CH:14][C:15]([N+:19]([O-:21])=[O:20])=[C:16]([NH:8][C:6]2[CH:5]=[CH:4][N:3]=[C:2]([Cl:1])[N:7]=2)[CH:17]=1. The yield is 0.560.